Dataset: Catalyst prediction with 721,799 reactions and 888 catalyst types from USPTO. Task: Predict which catalyst facilitates the given reaction. (1) Reactant: FC(F)(F)[C:3](O)=[O:4].[CH3:8][O:9][C:10]1[CH:29]=[CH:28][C:13]2CO[C:16](=[O:27])[N:17]([CH2:18][CH2:19][CH2:20][N:21]3[CH2:26][CH2:25][NH:24][CH2:23][CH2:22]3)[C:12]=2[CH:11]=1.C(N(CC)C(C)C)(C)C.Cl[CH2:40]/[CH:41]=[CH:42]/[C:43]1[CH:48]=[C:47]([F:49])[CH:46]=[CH:45][C:44]=1[F:50].C(=O)([O-])[O-].[K+].[K+]. Product: [F:50][C:44]1[CH:45]=[CH:46][C:47]([F:49])=[CH:48][C:43]=1/[CH:42]=[CH:41]/[CH2:40][N:24]1[CH2:23][CH2:22][N:21]([CH2:20][CH2:19][CH2:18][N:17]2[C:12]3[CH:11]=[C:10]([O:9][CH3:8])[CH:29]=[CH:28][C:13]=3[O:4][CH2:3][C:16]2=[O:27])[CH2:26][CH2:25]1. The catalyst class is: 8. (2) Reactant: COC[O:4][C:5]1[CH:6]=[CH:7][C:8]([O:14][CH2:15][C:16]2[CH:21]=[CH:20][C:19]([O:22][CH2:23][C:24]3[N:25]=[C:26]([C:30]4[CH:35]=[CH:34][CH:33]=[CH:32][CH:31]=4)[O:27][C:28]=3[CH3:29])=[CH:18][CH:17]=2)=[C:9]([CH2:11][C:12]#[N:13])[CH:10]=1.S(=O)(=O)(O)O.O1CCCC1. Product: [OH:4][C:5]1[CH:6]=[CH:7][C:8]([O:14][CH2:15][C:16]2[CH:17]=[CH:18][C:19]([O:22][CH2:23][C:24]3[N:25]=[C:26]([C:30]4[CH:31]=[CH:32][CH:33]=[CH:34][CH:35]=4)[O:27][C:28]=3[CH3:29])=[CH:20][CH:21]=2)=[C:9]([CH2:11][C:12]#[N:13])[CH:10]=1. The catalyst class is: 6. (3) Reactant: Cl.ClCCCOC1C=[C:15]2C(C=N[C:13]([NH:17][C:18]3[CH:19]=[N:20][N:21]([CH2:23][C:24]([NH:26][C:27]4[CH:32]=[CH:31][CH:30]=[C:29]([F:33])[C:28]=4[F:34])=[O:25])[CH:22]=3)=[N:14]2)=CC=1.[C:35]1(=O)[NH:39][C:38](=[O:40])[C:37]2=[CH:41][CH:42]=[CH:43][CH:44]=[C:36]12.[K].[C:47](=[O:50])([O-])[O-].[K+].[K+].[I-].[K+].C(=O)([O-])O.[Na+].[CH2:60]([O:62][CH2:63][CH3:64])[CH3:61]. Product: [F:34][C:28]1[C:29]([F:33])=[CH:30][CH:31]=[CH:32][C:27]=1[NH:26][C:24](=[O:25])[CH2:23][N:21]1[CH:22]=[C:18]([NH:17][C:13]2[C:28]3[C:27](=[CH:61][C:60]([O:62][CH2:63][CH2:64][CH2:35][N:39]4[C:38](=[O:40])[C:37]5[C:41](=[CH:42][CH:43]=[CH:44][CH:36]=5)[C:47]4=[O:50])=[CH:30][CH:29]=3)[N:26]=[CH:15][N:14]=2)[CH:19]=[N:20]1. The catalyst class is: 44. (4) Reactant: [OH:1][CH2:2][C:3]([N:5]1[CH2:10][CH2:9][N:8]([C:11]2[CH:12]=[N:13][C:14]([N+:17]([O-])=O)=[CH:15][CH:16]=2)[CH2:7][CH2:6]1)=[O:4]. Product: [NH2:17][C:14]1[N:13]=[CH:12][C:11]([N:8]2[CH2:9][CH2:10][N:5]([C:3](=[O:4])[CH2:2][OH:1])[CH2:6][CH2:7]2)=[CH:16][CH:15]=1. The catalyst class is: 43. (5) Reactant: [OH:1][CH2:2][C:3]1[CH:11]=[CH:10][CH:9]=[C:8]2[C:4]=1[CH:5]=[CH:6][NH:7]2.C[N+]1([O-])CCOCC1. Product: [NH:7]1[C:8]2[CH:9]=[CH:10][CH:11]=[C:3]([CH:2]=[O:1])[C:4]=2[CH:5]=[CH:6]1. The catalyst class is: 678. (6) The catalyst class is: 24. Product: [Cl:1][C:2]1[C:3]([CH:4]([OH:5])[C:24]2[C:23](=[O:29])[CH2:28][CH2:27][CH2:26][CH:25]=2)=[CH:6][C:7]([C:10]2[CH:15]=[CH:14][C:13]([O:16][CH3:17])=[CH:12][CH:11]=2)=[CH:8][N:9]=1. Reactant: [Cl:1][C:2]1[N:9]=[CH:8][C:7]([C:10]2[CH:15]=[CH:14][C:13]([O:16][CH3:17])=[CH:12][CH:11]=2)=[CH:6][C:3]=1[CH:4]=[O:5].N1C=CN=C1.[C:23]1(=[O:29])[CH2:28][CH2:27][CH2:26][CH:25]=[CH:24]1. (7) Reactant: [H-].[Al+3].[Li+].[H-].[H-].[H-].[CH2:7]([O:11][C:12]1[CH:17]=[CH:16][C:15]([CH:18]2[CH2:23][CH2:22][CH:21]([CH:24]3[CH2:29][CH2:28][C:27](=O)[CH2:26][CH2:25]3)[CH2:20][CH2:19]2)=[C:14]([F:31])[C:13]=1[F:32])[CH2:8][CH2:9][CH3:10].C(OCC)(=[O:35])C.N. Product: [CH2:7]([O:11][C:12]1[CH:17]=[CH:16][C:15]([CH:18]2[CH2:23][CH2:22][CH:21]([C:24]3([OH:35])[CH2:29][CH2:28][CH2:27][CH2:26][CH2:25]3)[CH2:20][CH2:19]2)=[C:14]([F:31])[C:13]=1[F:32])[CH2:8][CH2:9][CH3:10]. The catalyst class is: 1.